From a dataset of NCI-60 drug combinations with 297,098 pairs across 59 cell lines. Regression. Given two drug SMILES strings and cell line genomic features, predict the synergy score measuring deviation from expected non-interaction effect. (1) Drug 1: CC1=C(C=C(C=C1)C(=O)NC2=CC(=CC(=C2)C(F)(F)F)N3C=C(N=C3)C)NC4=NC=CC(=N4)C5=CN=CC=C5. Drug 2: C1=CC=C(C(=C1)C(C2=CC=C(C=C2)Cl)C(Cl)Cl)Cl. Cell line: PC-3. Synergy scores: CSS=5.41, Synergy_ZIP=1.45, Synergy_Bliss=3.45, Synergy_Loewe=4.83, Synergy_HSA=1.71. (2) Drug 1: CC1C(C(=O)NC(C(=O)N2CCCC2C(=O)N(CC(=O)N(C(C(=O)O1)C(C)C)C)C)C(C)C)NC(=O)C3=C4C(=C(C=C3)C)OC5=C(C(=O)C(=C(C5=N4)C(=O)NC6C(OC(=O)C(N(C(=O)CN(C(=O)C7CCCN7C(=O)C(NC6=O)C(C)C)C)C)C(C)C)C)N)C. Drug 2: CCC1(CC2CC(C3=C(CCN(C2)C1)C4=CC=CC=C4N3)(C5=C(C=C6C(=C5)C78CCN9C7C(C=CC9)(C(C(C8N6C)(C(=O)OC)O)OC(=O)C)CC)OC)C(=O)OC)O.OS(=O)(=O)O. Cell line: SN12C. Synergy scores: CSS=18.0, Synergy_ZIP=1.26, Synergy_Bliss=4.72, Synergy_Loewe=1.32, Synergy_HSA=1.93. (3) Drug 1: CC1C(C(CC(O1)OC2CC(CC3=C2C(=C4C(=C3O)C(=O)C5=C(C4=O)C(=CC=C5)OC)O)(C(=O)CO)O)N)O.Cl. Drug 2: COCCOC1=C(C=C2C(=C1)C(=NC=N2)NC3=CC=CC(=C3)C#C)OCCOC.Cl. Cell line: T-47D. Synergy scores: CSS=26.0, Synergy_ZIP=-3.44, Synergy_Bliss=0.700, Synergy_Loewe=0.0945, Synergy_HSA=5.05. (4) Drug 1: CC1C(C(=O)NC(C(=O)N2CCCC2C(=O)N(CC(=O)N(C(C(=O)O1)C(C)C)C)C)C(C)C)NC(=O)C3=C4C(=C(C=C3)C)OC5=C(C(=O)C(=C(C5=N4)C(=O)NC6C(OC(=O)C(N(C(=O)CN(C(=O)C7CCCN7C(=O)C(NC6=O)C(C)C)C)C)C(C)C)C)N)C. Drug 2: CN1C(=O)N2C=NC(=C2N=N1)C(=O)N. Cell line: HT29. Synergy scores: CSS=2.20, Synergy_ZIP=1.56, Synergy_Bliss=4.76, Synergy_Loewe=-2.74, Synergy_HSA=0.0286. (5) Drug 1: C1CCC(CC1)NC(=O)N(CCCl)N=O. Drug 2: C(CN)CNCCSP(=O)(O)O. Cell line: M14. Synergy scores: CSS=1.70, Synergy_ZIP=5.73, Synergy_Bliss=3.93, Synergy_Loewe=-0.989, Synergy_HSA=0.807.